Dataset: Forward reaction prediction with 1.9M reactions from USPTO patents (1976-2016). Task: Predict the product of the given reaction. Given the reactants [NH2:1][C:2](=[O:25])[CH2:3][N:4]1[C:12]2[CH:11]=[CH:10][CH:9]=[CH:8][C:7]=2[C:6]2[CH2:13][CH2:14][N:15](C(OC(C)(C)C)=O)[CH2:16][CH2:17][C:5]1=2.C(C(O)=O)(F)(F)F.[ClH:33], predict the reaction product. The product is: [ClH:33].[CH2:13]1[C:6]2[C:7]3[CH:8]=[CH:9][CH:10]=[CH:11][C:12]=3[N:4]([CH2:3][C:2]([NH2:1])=[O:25])[C:5]=2[CH2:17][CH2:16][NH:15][CH2:14]1.